From a dataset of Full USPTO retrosynthesis dataset with 1.9M reactions from patents (1976-2016). Predict the reactants needed to synthesize the given product. Given the product [Cl:1][C:2]1[C:10]([CH3:11])=[CH:9][CH:8]=[CH:7][C:3]=1[C:4]([NH:18][CH:16]1[CH2:17][CH2:15]1)=[O:6], predict the reactants needed to synthesize it. The reactants are: [Cl:1][C:2]1[C:10]([CH3:11])=[CH:9][CH:8]=[CH:7][C:3]=1[C:4]([OH:6])=O.C1C=C[C:15]2N(O)N=[N:18][C:16]=2[CH:17]=1.CCN=C=NCCCN(C)C.Cl.C1(N)CC1.CCN(C(C)C)C(C)C.